This data is from HIV replication inhibition screening data with 41,000+ compounds from the AIDS Antiviral Screen. The task is: Binary Classification. Given a drug SMILES string, predict its activity (active/inactive) in a high-throughput screening assay against a specified biological target. (1) The result is 0 (inactive). The drug is NC(=S)NC=C1C(=O)Oc2ccccc2C1=O. (2) The molecule is CCOC(=O)N1CCC2C(=C(C)C(C)C3=C2C(=O)c2ccccc2C3=O)C1. The result is 0 (inactive).